Task: Predict the reaction yield, written as a fraction of the theoretical maximum amount of product (1.0 means a 100% yield; for example, 0.34 means a 34% yield).. Dataset: Reaction yield outcomes from USPTO patents with 853,638 reactions (1) The reactants are [F:1][C:2]1[CH:10]=[C:9]([F:11])[CH:8]=[CH:7][C:3]=1[C:4]([NH2:6])=[O:5].[CH3:12][N:13]([CH:15](OC)OC)[CH3:14]. No catalyst specified. The product is [CH3:12][N:13]([CH3:15])/[CH:14]=[N:6]/[C:4](=[O:5])[C:3]1[CH:7]=[CH:8][C:9]([F:11])=[CH:10][C:2]=1[F:1]. The yield is 0.910. (2) The reactants are Cl[C:2]1[N:3]=[CH:4][C:5]([C:8]([NH:10][C:11]2[NH:12][N:13]=[C:14]([CH2:16][CH2:17][C:18]3[CH:23]=[C:22]([O:24][CH3:25])[CH:21]=[C:20]([O:26][CH3:27])[CH:19]=3)[CH:15]=2)=[O:9])=[N:6][CH:7]=1.[CH3:28][N:29]1[C@@H:34]([CH3:35])[CH2:33][NH:32][CH2:31][C@H:30]1[CH3:36].C[C@H]1CNC[C@@H](C)N1CC#N.C(N(C(C)C)C(C)C)C. The catalyst is CS(C)=O.CO. The product is [CH3:27][O:26][C:20]1[CH:19]=[C:18]([CH2:17][CH2:16][C:14]2[CH:15]=[C:11]([NH:10][C:8]([C:5]3[CH:4]=[N:3][C:2]([N:32]4[CH2:33][C@H:34]([CH3:35])[N:29]([CH3:28])[C@H:30]([CH3:36])[CH2:31]4)=[CH:7][N:6]=3)=[O:9])[NH:12][N:13]=2)[CH:23]=[C:22]([O:24][CH3:25])[CH:21]=1. The yield is 0.730. (3) The reactants are [O:1]1[C:6]2[CH:7]=[CH:8][C:9]([C:11]([C:13]3[CH:18]=[CH:17][C:16]([O:19][CH3:20])=[C:15]([O:21][CH3:22])[CH:14]=3)=O)=[CH:10][C:5]=2[O:4][CH2:3][CH2:2]1.C(OP([CH2:31][C:32]#[N:33])(=O)OCC)C.C[Si]([N-][Si](C)(C)C)(C)C.[Li+].O1C2C=CC(C(C3C=C(OC)C=C(OC)C=3)=CC#N)=CC=2OCC1. The catalyst is C1COCC1. The product is [O:1]1[C:6]2[CH:7]=[CH:8][C:9]([C:11]([C:13]3[CH:18]=[CH:17][C:16]([O:19][CH3:20])=[C:15]([O:21][CH3:22])[CH:14]=3)=[CH:31][C:32]#[N:33])=[CH:10][C:5]=2[O:4][CH2:3][CH2:2]1. The yield is 0.860. (4) The product is [F:54][C:45]1[CH:46]=[CH:47][CH:48]=[C:49]([C:50]([F:53])([F:51])[F:52])[C:44]=1[CH2:43][N:20]1[C:21]2[CH2:42][O:41][C:25]3([CH2:30][CH2:29][N:28]([CH2:31][C:32]4[O:33][C:34]([C:37]([F:40])([F:39])[F:38])=[CH:35][CH:36]=4)[CH2:27][CH2:26]3)[C:22]=2[C:23](=[O:24])[N:18]([CH2:17][C@H:16]([NH:15][CH2:14][CH2:13][CH2:12][N:9]([OH:8])[CH:10]=[O:11])[C:56]2[CH:61]=[CH:60][CH:59]=[CH:58][CH:57]=2)[C:19]1=[O:55]. The yield is 0.260. The catalyst is [Pd].CO. The reactants are C([O:8][N:9]([CH2:12][CH2:13][CH2:14][NH:15][C@H:16]([C:56]1[CH:61]=[CH:60][CH:59]=[CH:58][CH:57]=1)[CH2:17][N:18]1[C:23](=[O:24])[C:22]2[C:25]3([O:41][CH2:42][C:21]=2[N:20]([CH2:43][C:44]2[C:49]([C:50]([F:53])([F:52])[F:51])=[CH:48][CH:47]=[CH:46][C:45]=2[F:54])[C:19]1=[O:55])[CH2:30][CH2:29][N:28]([CH2:31][C:32]1[O:33][C:34]([C:37]([F:40])([F:39])[F:38])=[CH:35][CH:36]=1)[CH2:27][CH2:26]3)[CH:10]=[O:11])C1C=CC=CC=1.[H][H].